This data is from Full USPTO retrosynthesis dataset with 1.9M reactions from patents (1976-2016). The task is: Predict the reactants needed to synthesize the given product. (1) Given the product [NH2:46][C:47]1[C:48]([C:49]2[N:23]([C:24]3[CH:29]=[CH:28][C:27]([C:30]4([NH:34][C:35](=[O:41])[O:36][C:37]([CH3:40])([CH3:39])[CH3:38])[CH2:33][CH2:32][CH2:31]4)=[CH:26][CH:25]=3)[C:21]3=[N:22][C:17]([C:13]4[CH:14]=[CH:15][CH:16]=[C:11]([N:8]5[CH2:9][CH2:10][CH:5]([C:3](=[O:4])[N:2]([CH3:45])[CH3:1])[CH2:6][CH2:7]5)[CH:12]=4)=[CH:18][CH:19]=[C:20]3[N:42]=2)=[CH:51][CH:52]=[CH:53][N:54]=1, predict the reactants needed to synthesize it. The reactants are: [CH3:1][N:2]([CH3:45])[C:3]([CH:5]1[CH2:10][CH2:9][N:8]([C:11]2[CH:12]=[C:13]([C:17]3[N:22]=[C:21]([NH:23][C:24]4[CH:29]=[CH:28][C:27]([C:30]5([NH:34][C:35](=[O:41])[O:36][C:37]([CH3:40])([CH3:39])[CH3:38])[CH2:33][CH2:32][CH2:31]5)=[CH:26][CH:25]=4)[C:20]([N+:42]([O-])=O)=[CH:19][CH:18]=3)[CH:14]=[CH:15][CH:16]=2)[CH2:7][CH2:6]1)=[O:4].[NH2:46][C:47]1[N:54]=[CH:53][CH:52]=[CH:51][C:48]=1[CH:49]=O.O.[OH-].[Na+]. (2) Given the product [F:32][C:30]([F:31])([F:33])[C:28]1[CH:27]=[C:5]([CH:4]=[C:3]([C:2]([F:35])([F:34])[F:1])[CH:29]=1)[CH2:6][O:7][C:8]1[CH:9]=[C:10]2[C:14](=[CH:15][CH:16]=1)[N:13]1[CH2:17][CH2:18][CH2:19][CH:20]([CH2:21][C:22]([OH:24])=[O:23])[C:12]1=[CH:11]2, predict the reactants needed to synthesize it. The reactants are: [F:1][C:2]([F:35])([F:34])[C:3]1[CH:4]=[C:5]([CH:27]=[C:28]([C:30]([F:33])([F:32])[F:31])[CH:29]=1)[CH2:6][O:7][C:8]1[CH:9]=[C:10]2[C:14](=[CH:15][CH:16]=1)[N:13]1[CH2:17][CH2:18][CH2:19][CH:20]([CH2:21][C:22]([O:24]CC)=[O:23])[C:12]1=[CH:11]2.[Li+].[OH-].C(O)(=O)CC(CC(O)=O)(C(O)=O)O. (3) Given the product [CH2:4]([O:6][C:7]1[CH:30]=[CH:29][CH:28]=[CH:27][C:8]=1[O:9][C@@H:10]1[CH2:15][CH2:14][CH2:13][N:12]([C:16]2[C:25]([F:26])=[CH:24][C:19]([C:20]([OH:22])=[O:21])=[CH:18][N:17]=2)[CH2:11]1)[CH3:5], predict the reactants needed to synthesize it. The reactants are: O.[OH-].[Li+].[CH2:4]([O:6][C:7]1[CH:30]=[CH:29][CH:28]=[CH:27][C:8]=1[O:9][C@@H:10]1[CH2:15][CH2:14][CH2:13][N:12]([C:16]2[C:25]([F:26])=[CH:24][C:19]([C:20]([O:22]C)=[O:21])=[CH:18][N:17]=2)[CH2:11]1)[CH3:5]. (4) Given the product [CH2:1]([O:8][CH2:9][C:10]1[S:11][C:12]([CH:24]=[O:25])=[C:13]([Br:15])[CH:14]=1)[C:2]1[CH:3]=[CH:4][CH:5]=[CH:6][CH:7]=1, predict the reactants needed to synthesize it. The reactants are: [CH2:1]([O:8][CH2:9][C:10]1[S:11][CH:12]=[C:13]([Br:15])[CH:14]=1)[C:2]1[CH:7]=[CH:6][CH:5]=[CH:4][CH:3]=1.[Li+].CC([N-]C(C)C)C.[CH:24](N1CCCCC1)=[O:25]. (5) The reactants are: [NH2:1][C:2]1[C:7]([C:8]([C:10]2[CH:15]=[C:14]([F:16])[C:13]([Cl:17])=[CH:12][C:11]=2[O:18][CH3:19])=[O:9])=[CH:6][CH:5]=[C:4](Cl)[N:3]=1.FC(F)(F)C(O)=O.[CH3:28][S:29]([N:32]1[CH2:37][CH2:36][CH:35]([NH2:38])[CH2:34][CH2:33]1)(=[O:31])=[O:30]. Given the product [NH2:1][C:2]1[C:7]([C:8]([C:10]2[CH:15]=[C:14]([F:16])[C:13]([Cl:17])=[CH:12][C:11]=2[O:18][CH3:19])=[O:9])=[CH:6][CH:5]=[C:4]([NH:38][CH:35]2[CH2:36][CH2:37][N:32]([S:29]([CH3:28])(=[O:31])=[O:30])[CH2:33][CH2:34]2)[N:3]=1, predict the reactants needed to synthesize it. (6) Given the product [CH:1]1([N:7]([CH2:33][CH2:34][NH:35][CH2:36][C@H:37]([OH:49])[C:38]2[C:43]3[O:44][CH2:45][C:46](=[O:48])[NH:47][C:42]=3[CH:41]=[CH:40][CH:39]=2)[C:8](=[O:32])[CH2:9][CH2:10][N:11]([CH2:22][CH2:23][C:24]2[CH:29]=[CH:28][C:27]([Cl:30])=[C:26]([Cl:31])[CH:25]=2)[C:12](=[O:21])[O:13][CH2:14][C:15]2[CH:20]=[CH:19][CH:18]=[CH:17][CH:16]=2)[CH2:2][CH2:3][CH2:4][CH2:5][CH2:6]1, predict the reactants needed to synthesize it. The reactants are: [CH:1]1([N:7]([CH2:33][CH2:34][NH:35][CH2:36][C@@H:37]([OH:49])[C:38]2[C:43]3[O:44][CH2:45][C:46](=[O:48])[NH:47][C:42]=3[CH:41]=[CH:40][CH:39]=2)[C:8](=[O:32])[CH2:9][CH2:10][N:11]([CH2:22][CH2:23][C:24]2[CH:29]=[CH:28][C:27]([Cl:30])=[C:26]([Cl:31])[CH:25]=2)[C:12](=[O:21])[O:13][CH2:14][C:15]2[CH:20]=[CH:19][CH:18]=[CH:17][CH:16]=2)[CH2:6][CH2:5][CH2:4][CH2:3][CH2:2]1.NC[C@@H](C1C2OCC(=O)NC=2C=CC=1)O[Si](C)(C)C. (7) Given the product [C:4]([C:6]1[O:7][C:8]([C:11]2[N:12]([CH2:24][C:25]3[CH:26]=[CH:27][C:28]([F:31])=[CH:29][CH:30]=3)[C:13]3[C:18]([CH:19]=2)=[CH:17][C:16]([S:20]([CH3:23])(=[O:22])=[O:21])=[CH:15][CH:14]=3)=[CH:9][CH:10]=1)([OH:5])=[O:3], predict the reactants needed to synthesize it. The reactants are: C([O:3][C:4]([C:6]1[O:7][C:8]([C:11]2[N:12]([CH2:24][C:25]3[CH:30]=[CH:29][C:28]([F:31])=[CH:27][CH:26]=3)[C:13]3[C:18]([CH:19]=2)=[CH:17][C:16]([S:20]([CH3:23])(=[O:22])=[O:21])=[CH:15][CH:14]=3)=[CH:9][CH:10]=1)=[O:5])C.Cl. (8) Given the product [NH2:1][C:4]1[S:8][C:7]([S:9]([N:12]2[CH2:17][CH2:16][N:15]([C:18]3[N:19]=[CH:20][C:21]([C:24]([OH:33])([C:25]([F:26])([F:28])[F:27])[C:29]([F:30])([F:31])[F:32])=[CH:22][N:23]=3)[C@@H:14]([CH2:34][N:35]3[CH2:40][CH2:39][NH:38][C:37](=[O:41])[C:36]3([CH3:43])[CH3:42])[CH2:13]2)(=[O:10])=[O:11])=[CH:6][CH:5]=1, predict the reactants needed to synthesize it. The reactants are: [N+:1]([C:4]1[S:8][C:7]([S:9]([N:12]2[CH2:17][CH2:16][N:15]([C:18]3[N:23]=[CH:22][C:21]([C:24]([OH:33])([C:29]([F:32])([F:31])[F:30])[C:25]([F:28])([F:27])[F:26])=[CH:20][N:19]=3)[C@@H:14]([CH2:34][N:35]3[CH2:40][CH2:39][NH:38][C:37](=[O:41])[C:36]3([CH3:43])[CH3:42])[CH2:13]2)(=[O:11])=[O:10])=[CH:6][CH:5]=1)([O-])=O.C([O-])(O)=O.[Na+].